This data is from Full USPTO retrosynthesis dataset with 1.9M reactions from patents (1976-2016). The task is: Predict the reactants needed to synthesize the given product. (1) Given the product [NH2:12][C:13]1[N:14]=[C:15]([N:24]2[CH2:25][CH2:26][N:27]([C:30](=[O:40])[CH2:31][O:32][C:33]3[CH:38]=[CH:37][C:36]([Cl:39])=[CH:35][CH:34]=3)[CH2:28][CH2:29]2)[C:16]2[N:22]=[C:21]([C:5]3[CH:6]=[CH:7][CH:8]=[C:3]([O:2][CH3:1])[CH:4]=3)[CH:20]=[CH:19][C:17]=2[N:18]=1, predict the reactants needed to synthesize it. The reactants are: [CH3:1][O:2][C:3]1[CH:4]=[C:5](B(O)O)[CH:6]=[CH:7][CH:8]=1.[NH2:12][C:13]1[N:14]=[C:15]([N:24]2[CH2:29][CH2:28][N:27]([C:30](=[O:40])[CH2:31][O:32][C:33]3[CH:38]=[CH:37][C:36]([Cl:39])=[CH:35][CH:34]=3)[CH2:26][CH2:25]2)[C:16]2[N:22]=[C:21](Cl)[CH:20]=[CH:19][C:17]=2[N:18]=1. (2) Given the product [C:1]([C@H:5]1[CH2:6][CH2:7][C@H:8]([O:11][C:12]2[C:13]([I:38])=[C:14]3[C:19](=[CH:20][CH:21]=2)[CH:18]=[C:17]([CH2:22][N:23]2[CH2:24][CH:25]([C:27]([O:29][CH3:30])=[O:28])[CH2:26]2)[CH:16]=[CH:15]3)[CH2:9][CH2:10]1)([CH3:4])([CH3:2])[CH3:3], predict the reactants needed to synthesize it. The reactants are: [C:1]([C@H:5]1[CH2:10][CH2:9][C@H:8]([O:11][C:12]2[CH:13]=[C:14]3[C:19](=[CH:20][CH:21]=2)[CH:18]=[C:17]([CH2:22][N:23]2[CH2:26][CH:25]([C:27]([O:29][CH3:30])=[O:28])[CH2:24]2)[CH:16]=[CH:15]3)[CH2:7][CH2:6]1)([CH3:4])([CH3:3])[CH3:2].C1C(=O)N([I:38])C(=O)C1.C(O)(C(F)(F)F)=O. (3) Given the product [C:24]([O:9][C:8](=[O:10])[C:7]1[CH:11]=[CH:12][C:4]([C:1](=[O:3])[CH3:2])=[CH:5][CH:6]=1)([CH3:27])([CH3:26])[CH3:25], predict the reactants needed to synthesize it. The reactants are: [C:1]([C:4]1[CH:12]=[CH:11][C:7]([C:8]([OH:10])=[O:9])=[CH:6][CH:5]=1)(=[O:3])[CH3:2].C(Cl)(=O)C(Cl)=O.CN(C=O)C.[C:24](O)([CH3:27])([CH3:26])[CH3:25]. (4) Given the product [C:33]([C:32]1[CH:35]=[CH:36][C:29]([N:5]2[CH2:6][C:2]([CH3:27])([CH3:1])[CH:3]([NH:7][C:8]3[C:9]4[N:10]([CH:17]=[C:18]([C:46]5[CH:45]=[CH:43][N:39]([CH2:40][CH3:42])[N:47]=5)[CH:19]=4)[N:11]=[CH:12][C:13]=3[C:14]([NH2:16])=[O:15])[CH2:4]2)=[N:30][CH:31]=1)#[N:34], predict the reactants needed to synthesize it. The reactants are: [CH3:1][C:2]1([CH3:27])[CH2:6][NH:5][CH2:4][CH:3]1[NH:7][C:8]1[C:9]2[N:10]([CH:17]=[C:18](C3C=NN(CC)C=3)[CH:19]=2)[N:11]=[CH:12][C:13]=1[C:14]([NH2:16])=[O:15].Br[C:29]1[CH:36]=[CH:35][C:32]([C:33]#[N:34])=[CH:31][N:30]=1.CC[N:39]([CH:43]([CH3:45])C)[CH:40]([CH3:42])C.[CH3:46][N:47](C=O)C. (5) Given the product [CH3:30][O:29][C@H:27]([C:25]1[O:24][N:23]=[C:22]([N:19]2[CH2:20][CH2:21][N:16]([C:13]3[N:12]=[CH:11][C:10]([O:9][CH2:8][C:7]4[C:2]([C:32]#[N:33])=[CH:3][N:4]=[CH:5][CH:6]=4)=[CH:15][N:14]=3)[C@H:17]([CH3:31])[CH2:18]2)[N:26]=1)[CH3:28], predict the reactants needed to synthesize it. The reactants are: Br[C:2]1[CH:3]=[N:4][CH:5]=[CH:6][C:7]=1[CH2:8][O:9][C:10]1[CH:11]=[N:12][C:13]([N:16]2[CH2:21][CH2:20][N:19]([C:22]3[N:26]=[C:25]([C@@H:27]([O:29][CH3:30])[CH3:28])[O:24][N:23]=3)[CH2:18][C@H:17]2[CH3:31])=[N:14][CH:15]=1.[C:32]([Zn]C#N)#[N:33].CC1(C)C2C=CC=C(P(C3C=CC=CC=3)C3C=CC=CC=3)C=2OC2C1=CC=CC=2P(C1C=CC=CC=1)C1C=CC=CC=1. (6) Given the product [F:42][C:28]([F:27])([F:41])[C:29]1[CH:34]=[CH:33][CH:32]=[CH:31][C:30]=1[C:35]1[CH2:40][CH2:39][N:38]([C:6]([O:5][C:1]([CH3:4])([CH3:3])[CH3:2])=[O:7])[CH2:37][CH:36]=1, predict the reactants needed to synthesize it. The reactants are: [C:1]([O:5][C:6](N[C@@H]1CC[C@](C(C)C)(C(O)=O)C1)=[O:7])([CH3:4])([CH3:3])[CH3:2].FC(F)(F)C(O)=O.[F:27][C:28]([F:42])([F:41])[C:29]1[CH:34]=[CH:33][CH:32]=[CH:31][C:30]=1[C:35]1[CH2:36][CH2:37][NH:38][CH2:39][CH:40]=1.C(N(CC)CC)C.F[P-](F)(F)(F)(F)F.N1(O[P+](N(C)C)(N(C)C)N(C)C)C2C=CC=CC=2N=N1. (7) Given the product [Br-:20].[CH3:27][Si:26]([CH3:29])([CH3:28])[C:25]#[C:24][CH:23]=[CH:22][CH2:21][P+:7]([C:1]1[CH:2]=[CH:3][CH:4]=[CH:5][CH:6]=1)([C:8]1[CH:13]=[CH:12][CH:11]=[CH:10][CH:9]=1)[C:14]1[CH:15]=[CH:16][CH:17]=[CH:18][CH:19]=1, predict the reactants needed to synthesize it. The reactants are: [C:1]1([P:7]([C:14]2[CH:19]=[CH:18][CH:17]=[CH:16][CH:15]=2)[C:8]2[CH:13]=[CH:12][CH:11]=[CH:10][CH:9]=2)[CH:6]=[CH:5][CH:4]=[CH:3][CH:2]=1.[Br:20][CH2:21][CH:22]=[CH:23][C:24]#[C:25][Si:26]([CH3:29])([CH3:28])[CH3:27]. (8) Given the product [C:1]1([C:7]2[CH:15]=[CH:14][CH:13]=[C:12]3[C:8]=2[CH:9]=[CH:10][CH:11]3[C:24]2([CH:11]3[C:12]4[C:8](=[C:7]([C:19]5[CH:18]=[CH:6][CH:1]=[CH:2][CH:3]=5)[CH:15]=[CH:14][CH:13]=4)[CH:9]=[CH:10]3)[CH2:27][CH2:26][CH2:25]2)[CH:2]=[CH:3][CH:4]=[CH:5][CH:6]=1, predict the reactants needed to synthesize it. The reactants are: [C:1]1([C:7]2[CH:15]=[CH:14][CH:13]=[C:12]3[C:8]=2[CH:9]=[CH:10][CH2:11]3)[CH:6]=[CH:5][CH:4]=[CH:3][CH:2]=1.CO[CH2:18][CH2:19]OC.[OH-].[K+].[C:24]1(=O)[CH2:27][CH2:26][CH2:25]1. (9) Given the product [CH3:1][O:2][C:3](=[O:18])[CH:4]([CH2:38][CH:43]1[CH2:39][CH2:40][CH2:41][CH2:42]1)[C:5]1[C:13]2[C:8](=[CH:9][CH:10]=[CH:11][CH:12]=2)[N:7]([C:14]([O:16][CH3:17])=[O:15])[CH:6]=1, predict the reactants needed to synthesize it. The reactants are: [CH3:1][O:2][C:3](=[O:18])[CH2:4][C:5]1[C:13]2[C:8](=[CH:9][CH:10]=[CH:11][CH:12]=2)[N:7]([C:14]([O:16][CH3:17])=[O:15])[CH:6]=1.CN(C)P(=O)(N(C)C)N(C)C.C([N-]C(C)C)(C)C.[Li+].[CH2:38]1[CH2:43][CH2:42][CH2:41][CH2:40][CH2:39]1.C1(CI)CCCC1.